From a dataset of Forward reaction prediction with 1.9M reactions from USPTO patents (1976-2016). Predict the product of the given reaction. (1) The product is: [NH:24]1[C:32]2[CH2:31][CH2:30][N:29]([C:2]3[N:11]=[C:10]([NH:12][CH2:13][CH:14]([C:18]4[CH:23]=[CH:22][CH:21]=[CH:20][CH:19]=4)[CH:15]([CH3:17])[CH3:16])[C:9]4[C:4](=[CH:5][CH:6]=[CH:7][CH:8]=4)[N:3]=3)[CH2:28][C:27]=2[CH:26]=[CH:25]1. Given the reactants Cl[C:2]1[N:11]=[C:10]([NH:12][CH2:13][CH:14]([C:18]2[CH:23]=[CH:22][CH:21]=[CH:20][CH:19]=2)[CH:15]([CH3:17])[CH3:16])[C:9]2[C:4](=[CH:5][CH:6]=[CH:7][CH:8]=2)[N:3]=1.[NH:24]1[C:32]2[CH2:31][CH2:30][NH:29][CH2:28][C:27]=2[CH:26]=[CH:25]1, predict the reaction product. (2) The product is: [Br:1][C:2]1[N:3]=[C:4]([C:7]([NH:22][C:23]2[CH:28]=[CH:27][CH:26]=[CH:25][C:24]=2[CH2:29][C:30]([O:32][CH3:33])=[O:31])=[O:9])[S:5][CH:6]=1. Given the reactants [Br:1][C:2]1[N:3]=[C:4]([C:7]([OH:9])=O)[S:5][CH:6]=1.CN(C=O)C.C(Cl)(=O)C(Cl)=O.Cl.[NH2:22][C:23]1[CH:28]=[CH:27][CH:26]=[CH:25][C:24]=1[CH2:29][C:30]([O:32][CH3:33])=[O:31].CCN(C(C)C)C(C)C, predict the reaction product. (3) Given the reactants Br[C:2]1[S:6][C:5]([C:7]([NH:9][CH2:10][C:11]2[CH:16]=[CH:15][N:14]3[CH:17]=[CH:18][N:19]=[C:13]3[CH:12]=2)=[O:8])=[CH:4][CH:3]=1.[CH:20]([C@@H:23]1[CH2:27][O:26][C:25](=[O:28])[NH:24]1)([CH3:22])[CH3:21].CN(C)CCN.C(=O)([O-])[O-].[K+].[K+], predict the reaction product. The product is: [N:19]1[CH:18]=[CH:17][N:14]2[CH:15]=[CH:16][C:11]([CH2:10][NH:9][C:7]([C:5]3[S:6][C:2]([N:24]4[C@H:23]([CH:20]([CH3:22])[CH3:21])[CH2:27][O:26][C:25]4=[O:28])=[CH:3][CH:4]=3)=[O:8])=[CH:12][C:13]=12.